From a dataset of Reaction yield outcomes from USPTO patents with 853,638 reactions. Predict the reaction yield, written as a fraction of the theoretical maximum amount of product (1.0 means a 100% yield; for example, 0.34 means a 34% yield). (1) The product is [CH2:1]([O:3][C:4](=[O:44])[CH2:5][CH2:6][CH2:7][O:8][C:9]1[CH:14]=[CH:13][C:12]([NH:15][C:16]2[C:21]([NH2:22])=[CH:20][N:19]=[C:18]([NH:25][C:26]3[CH:27]=[CH:28][C:29]([O:32][CH2:33][CH2:34][CH2:35][NH:36][C:37]([O:39][C:40]([CH3:43])([CH3:42])[CH3:41])=[O:38])=[CH:30][CH:31]=3)[N:17]=2)=[CH:11][CH:10]=1)[CH3:2]. The yield is 0.710. The catalyst is CO.[Pd]. The reactants are [CH2:1]([O:3][C:4](=[O:44])[CH2:5][CH2:6][CH2:7][O:8][C:9]1[CH:14]=[CH:13][C:12]([NH:15][C:16]2[C:21]([N+:22]([O-])=O)=[CH:20][N:19]=[C:18]([NH:25][C:26]3[CH:31]=[CH:30][C:29]([O:32][CH2:33][CH2:34][CH2:35][NH:36][C:37]([O:39][C:40]([CH3:43])([CH3:42])[CH3:41])=[O:38])=[CH:28][CH:27]=3)[N:17]=2)=[CH:11][CH:10]=1)[CH3:2]. (2) The reactants are [NH2:1][C:2]1[C:3]([C:9]#[N:10])=[N:4][C:5]([Cl:8])=[CH:6][CH:7]=1.Cl.Cl[C:13]([NH2:15])=[NH:14].CS(C)(=O)=O.[OH-].[Na+]. The catalyst is O. The product is [NH2:15][C:13]1[N:14]=[C:9]([NH2:10])[C:3]2[N:4]=[C:5]([Cl:8])[CH:6]=[CH:7][C:2]=2[N:1]=1. The yield is 0.680. (3) The reactants are [F:1][C:2]([F:20])([F:19])[C:3]1[CH:8]=[CH:7][C:6]([C:9]2[CH:13]=[C:12]([CH2:14][CH2:15][CH2:16][CH2:17][OH:18])[O:11][N:10]=2)=[CH:5][CH:4]=1.O[C:22]1[CH:35]=[CH:34][C:25]([O:26][C:27]([CH3:33])([CH3:32])[C:28]([O:30]C)=[O:29])=[CH:24][CH:23]=1.C1(P(C2C=CC=CC=2)C2C=CC=CC=2)C=CC=CC=1.N(C(OCC)=O)=NC(OCC)=O. The catalyst is C1(C)C=CC=CC=1.O1CCCC1. The product is [CH3:33][C:27]([O:26][C:25]1[CH:34]=[CH:35][C:22]([O:18][CH2:17][CH2:16][CH2:15][CH2:14][C:12]2[O:11][N:10]=[C:9]([C:6]3[CH:5]=[CH:4][C:3]([C:2]([F:1])([F:19])[F:20])=[CH:8][CH:7]=3)[CH:13]=2)=[CH:23][CH:24]=1)([CH3:32])[C:28]([OH:30])=[O:29]. The yield is 0.780. (4) The reactants are [C:1]([O:5][C:6]([N:8]1[CH2:13][CH2:12][CH:11]([S:14]C(=O)C)[CH2:10][CH2:9]1)=[O:7])([CH3:4])([CH3:3])[CH3:2].[OH-].[K+].Br[C:21]([CH3:28])([CH3:27])[C:22]([O:24][CH2:25][CH3:26])=[O:23]. The catalyst is C(O)C. The product is [C:1]([O:5][C:6]([N:8]1[CH2:13][CH2:12][CH:11]([S:14][C:21]([C:22]([O:24][CH2:25][CH3:26])=[O:23])([CH3:28])[CH3:27])[CH2:10][CH2:9]1)=[O:7])([CH3:4])([CH3:2])[CH3:3]. The yield is 0.870. (5) The product is [O:21]1[C:25]2[CH:26]=[CH:27][CH:28]=[CH:29][C:24]=2[CH:23]=[C:22]1[S:30]([NH:1][C:2]1[CH:7]=[C:6]([Cl:8])[CH:5]=[CH:4][C:3]=1[S:9][CH2:10][C:11]1[CH:20]=[CH:19][CH:18]=[CH:17][C:12]=1[C:13]([O:15][CH3:16])=[O:14])(=[O:32])=[O:31]. The yield is 0.580. The catalyst is N1C=CC=CC=1. The reactants are [NH2:1][C:2]1[CH:7]=[C:6]([Cl:8])[CH:5]=[CH:4][C:3]=1[S:9][CH2:10][C:11]1[CH:20]=[CH:19][CH:18]=[CH:17][C:12]=1[C:13]([O:15][CH3:16])=[O:14].[O:21]1[C:25]2[CH:26]=[CH:27][CH:28]=[CH:29][C:24]=2[CH:23]=[C:22]1[S:30](Cl)(=[O:32])=[O:31]. (6) The reactants are [F:1][CH:2]1[CH2:7][CH2:6][N:5]([CH2:8][C:9]#[N:10])[CH2:4][CH2:3]1.[H-].[H-].[H-].[H-].[Li+].[Al+3]. The catalyst is C1COCC1. The product is [F:1][CH:2]1[CH2:7][CH2:6][N:5]([CH2:8][CH2:9][NH2:10])[CH2:4][CH2:3]1. The yield is 0.710. (7) The reactants are [C:1]1([S:7](Cl)(=[O:9])=[O:8])[CH:6]=[CH:5][CH:4]=[CH:3][CH:2]=1.[NH:11]1[C:19]2[C:14](=[CH:15][CH:16]=[CH:17][CH:18]=2)[CH2:13][CH2:12]1.CCN(CC)CC. The catalyst is CN(C1C=CN=CC=1)C.C(Cl)Cl. The product is [C:1]1([S:7]([N:11]2[C:19]3[C:14](=[CH:15][CH:16]=[CH:17][CH:18]=3)[CH2:13][CH2:12]2)(=[O:9])=[O:8])[CH:6]=[CH:5][CH:4]=[CH:3][CH:2]=1. The yield is 0.960. (8) The reactants are [Cl:1][C:2]1[C:3]([OH:32])=[C:4]([S:9]([N:12]([CH2:21][C:22]2[N:27]=[C:26]([C:28]([O:30]C)=[O:29])[CH:25]=[CH:24][CH:23]=2)[CH2:13][C:14]2[CH:19]=[CH:18][C:17]([F:20])=[CH:16][CH:15]=2)(=[O:11])=[O:10])[CH:5]=[C:6]([Cl:8])[CH:7]=1.[OH-].[Na+].C1COCC1. The catalyst is CO. The product is [Cl:1][C:2]1[C:3]([OH:32])=[C:4]([S:9]([N:12]([CH2:21][C:22]2[N:27]=[C:26]([C:28]([OH:30])=[O:29])[CH:25]=[CH:24][CH:23]=2)[CH2:13][C:14]2[CH:15]=[CH:16][C:17]([F:20])=[CH:18][CH:19]=2)(=[O:10])=[O:11])[CH:5]=[C:6]([Cl:8])[CH:7]=1. The yield is 0.990.